Dataset: Catalyst prediction with 721,799 reactions and 888 catalyst types from USPTO. Task: Predict which catalyst facilitates the given reaction. (1) Product: [Cl:42][C:26]1[CH:27]=[C:28]([N:31]2[C:35]3=[N:36][CH:37]=[C:38]([C:40]#[N:41])[CH:39]=[C:34]3[CH:33]=[CH:32]2)[CH:29]=[CH:30][C:25]=1[O:24][C@H:6]1[O:7][C@H:8]([CH2:19][OH:20])[C@@H:9]([OH:15])[C@H:10]([OH:11])[C@@H:5]1[OH:4]. Reactant: C([O:4][C@H:5]1[C@@H:10]([O:11]C(=O)C)[C@H:9]([O:15]C(=O)C)[C@@H:8]([CH2:19][O:20]C(=O)C)[O:7][C@@H:6]1[O:24][C:25]1[CH:30]=[CH:29][C:28]([N:31]2[C:35]3=[N:36][CH:37]=[C:38]([C:40]#[N:41])[CH:39]=[C:34]3[CH:33]=[CH:32]2)=[CH:27][C:26]=1[Cl:42])(=O)C. The catalyst class is: 5. (2) Reactant: [F:1][C:2]1[CH:7]=[CH:6][C:5]([CH:8]2[C:13]3=[N:14][NH:15][C:16](=[O:21])[C:17]4[CH:18]=[CH:19][CH:20]=[C:11]([C:12]=43)[NH:10][CH:9]2[C:22]2[CH:29]=[CH:28][C:25]([CH:26]=O)=[CH:24][CH:23]=2)=[CH:4][CH:3]=1.[CH3:30][N:31]1[CH2:36][CH2:35][NH:34][CH2:33][CH2:32]1.C(O)(=O)C.C(O[BH-](OC(=O)C)OC(=O)C)(=O)C.[Na+]. Product: [F:1][C:2]1[CH:3]=[CH:4][C:5]([CH:8]2[C:13]3=[N:14][NH:15][C:16](=[O:21])[C:17]4[CH:18]=[CH:19][CH:20]=[C:11]([C:12]=43)[NH:10][CH:9]2[C:22]2[CH:23]=[CH:24][C:25]([CH2:26][N:34]3[CH2:35][CH2:36][N:31]([CH3:30])[CH2:32][CH2:33]3)=[CH:28][CH:29]=2)=[CH:6][CH:7]=1. The catalyst class is: 4. (3) Reactant: [N:1]([O-])=O.[Na+].[CH]Cl.[CH3:7][C:8]1[C:12]([C:13]#[C:14][C:15]2[CH:20]=[CH:19][CH:18]=[CH:17][CH:16]=2)=[C:11]([NH2:21])[NH:10][N:9]=1.[Na+].[Cl-:23]. Product: [Cl:23][C:13]1[C:14]([C:15]2[CH:20]=[CH:19][CH:18]=[CH:17][CH:16]=2)=[N:1][N:21]=[C:11]2[NH:10][N:9]=[C:8]([CH3:7])[C:12]=12. The catalyst class is: 2. (4) Reactant: CON(C)[C:4]([C:6]1[S:14][C:13]2[CH:12]=[CH:11][N:10]=[CH:9][C:8]=2[CH:7]=1)=[O:5].[CH3:16][Mg+].[Br-].[NH4+].[Cl-]. Product: [S:14]1[C:13]2[CH:12]=[CH:11][N:10]=[CH:9][C:8]=2[CH:7]=[C:6]1[C:4](=[O:5])[CH3:16]. The catalyst class is: 1. (5) Reactant: C([O:4][C@H:5]([CH2:11][C:12]1[CH:17]=[CH:16][CH:15]=[CH:14][C:13]=1[OH:18])[C:6]([O:8]CC)=[O:7])(=O)C.[CH3:19][O:20][C:21]1[CH:26]=[CH:25][CH:24]=[CH:23][C:22]=1[C:27]1[N:32]=[C:31]([CH2:33]O)[CH:30]=[CH:29][N:28]=1.C1(P(C2C=CC=CC=2)C2C=CC=CC=2)C=CC=CC=1.CCOC(/N=N/C(OCC)=O)=O. Product: [OH:4][C@H:5]([CH2:11][C:12]1[CH:17]=[CH:16][CH:15]=[CH:14][C:13]=1[O:18][CH2:33][C:31]1[CH:30]=[CH:29][N:28]=[C:27]([C:22]2[CH:23]=[CH:24][CH:25]=[CH:26][C:21]=2[O:20][CH3:19])[N:32]=1)[C:6]([OH:8])=[O:7]. The catalyst class is: 11. (6) Reactant: C([N:3]([C:9]1[C:10]([CH3:29])=[C:11]([CH3:28])[C:12]2[O:16][CH2:15][CH:14]([C:17]3[CH:22]=[CH:21][C:20]([CH:23]([CH3:25])[CH3:24])=[CH:19][CH:18]=3)[C:13]=2[C:26]=1[CH3:27])[C:4](=[O:8])[C:5]([O-])=[O:6])C.[C:30]([Mg]Cl)([CH3:33])([CH3:32])[CH3:31]. Product: [OH:6][CH:5]([C:30]([CH3:33])([CH3:32])[CH3:31])[C:4]([NH:3][C:9]1[C:10]([CH3:29])=[C:11]([CH3:28])[C:12]2[O:16][CH2:15][CH:14]([C:17]3[CH:18]=[CH:19][C:20]([CH:23]([CH3:25])[CH3:24])=[CH:21][CH:22]=3)[C:13]=2[C:26]=1[CH3:27])=[O:8]. The catalyst class is: 1. (7) Reactant: [NH2:1][C:2]1[C:10]2[C:9]([C:11]3[CH:16]=[CH:15][C:14]([Cl:17])=[C:13]([Cl:18])[CH:12]=3)=[N:8][C:7](S(C)=O)=[N:6][C:5]=2[S:4][C:3]=1[C:22]([NH2:24])=[O:23].[C-:25]#[N:26].[Na+].O. Product: [NH2:1][C:2]1[C:10]2[C:9]([C:11]3[CH:16]=[CH:15][C:14]([Cl:17])=[C:13]([Cl:18])[CH:12]=3)=[N:8][C:7]([C:25]#[N:26])=[N:6][C:5]=2[S:4][C:3]=1[C:22]([NH2:24])=[O:23]. The catalyst class is: 3. (8) The catalyst class is: 174. Product: [Si:43]([O:42][C@H:3]1[C@H:2]([NH:1][C:57](=[O:58])[CH2:56][N:53]2[CH2:54][CH2:55][O:50][CH2:51][CH2:52]2)[CH2:7][CH2:6][N:5]([C:8]2[CH:13]=[C:12]([C:14]#[N:15])[CH:11]=[C:10]([NH:16][C:17]3[N:22]=[C:21]([N:23]([CH:33]4[CH2:34][CH2:35]4)[CH2:24][C:25]4[CH:26]=[CH:27][C:28]([O:31][CH3:32])=[CH:29][CH:30]=4)[C:20]4=[N:36][CH:37]=[C:38]([C:39]#[N:40])[N:19]4[N:18]=3)[C:9]=2[Cl:41])[CH2:4]1)([C:46]([CH3:49])([CH3:48])[CH3:47])([CH3:45])[CH3:44]. Reactant: [NH2:1][C@@H:2]1[CH2:7][CH2:6][N:5]([C:8]2[C:9]([Cl:41])=[C:10]([NH:16][C:17]3[N:22]=[C:21]([N:23]([CH:33]4[CH2:35][CH2:34]4)[CH2:24][C:25]4[CH:30]=[CH:29][C:28]([O:31][CH3:32])=[CH:27][CH:26]=4)[C:20]4=[N:36][CH:37]=[C:38]([C:39]#[N:40])[N:19]4[N:18]=3)[CH:11]=[C:12]([C:14]#[N:15])[CH:13]=2)[CH2:4][C@H:3]1[O:42][Si:43]([C:46]([CH3:49])([CH3:48])[CH3:47])([CH3:45])[CH3:44].[O:50]1[CH2:55][CH2:54][N:53]([CH2:56][C:57](O)=[O:58])[CH2:52][CH2:51]1.CN(C(ON1N=NC2C=CC=NC1=2)=[N+](C)C)C.F[P-](F)(F)(F)(F)F.